From a dataset of Peptide-MHC class II binding affinity with 134,281 pairs from IEDB. Regression. Given a peptide amino acid sequence and an MHC pseudo amino acid sequence, predict their binding affinity value. This is MHC class II binding data. (1) The peptide sequence is KLEHPVTGCGERTEGRCL. The MHC is DRB1_1301 with pseudo-sequence DRB1_1301. The binding affinity (normalized) is 0. (2) The peptide sequence is YNTSFVSDWTTERLR. The MHC is DRB1_0101 with pseudo-sequence DRB1_0101. The binding affinity (normalized) is 0.456. (3) The binding affinity (normalized) is 0.234. The peptide sequence is AAGGWDSLAAELATT. The MHC is HLA-DPA10201-DPB11401 with pseudo-sequence HLA-DPA10201-DPB11401. (4) The binding affinity (normalized) is 0.896. The peptide sequence is AFKVAATSANAAPAN. The MHC is DRB1_1001 with pseudo-sequence DRB1_1001.